From a dataset of TCR-epitope binding with 47,182 pairs between 192 epitopes and 23,139 TCRs. Binary Classification. Given a T-cell receptor sequence (or CDR3 region) and an epitope sequence, predict whether binding occurs between them. The epitope is KEIDRLNEV. The TCR CDR3 sequence is CASSLGASTDTQYF. Result: 0 (the TCR does not bind to the epitope).